Dataset: Forward reaction prediction with 1.9M reactions from USPTO patents (1976-2016). Task: Predict the product of the given reaction. Given the reactants [CH:1]([O:4][C:5]1[CH:32]=[CH:31][C:8]([CH2:9][O:10][C:11]2[CH:19]=[CH:18][C:17]3[N:16]4[CH2:20][CH2:21][CH:22]([CH2:23][C:24]([O:26]C(C)(C)C)=[O:25])[C:15]4=[CH:14][C:13]=3[CH:12]=2)=[CH:7][C:6]=1[C:33]([F:36])([F:35])[F:34])([CH3:3])[CH3:2].[Li+].[OH-].Cl, predict the reaction product. The product is: [CH:1]([O:4][C:5]1[CH:32]=[CH:31][C:8]([CH2:9][O:10][C:11]2[CH:19]=[CH:18][C:17]3[N:16]4[CH2:20][CH2:21][CH:22]([CH2:23][C:24]([OH:26])=[O:25])[C:15]4=[CH:14][C:13]=3[CH:12]=2)=[CH:7][C:6]=1[C:33]([F:36])([F:34])[F:35])([CH3:3])[CH3:2].